From a dataset of Reaction yield outcomes from USPTO patents with 853,638 reactions. Predict the reaction yield, written as a fraction of the theoretical maximum amount of product (1.0 means a 100% yield; for example, 0.34 means a 34% yield). (1) The reactants are [F:1][C:2]([F:8])([F:7])[S:3]([OH:6])(=[O:5])=[O:4].Cl[C:10](Cl)(Cl)C(Cl)=O.C(=O)(OC)OC. No catalyst specified. The product is [F:1][C:2]([F:8])([F:7])[S:3]([O:6][CH3:10])(=[O:5])=[O:4]. The yield is 0.905. (2) The reactants are [CH3:1][C:2]1[N:6]([C:7]2[CH:12]=[CH:11][CH:10]=[C:9]([O:13][C:14]([F:17])([F:16])[F:15])[CH:8]=2)[N:5]=[C:4]([C:18]2[CH:23]=[CH:22][N:21]=[CH:20][CH:19]=2)[C:3]=1[C:24]([OH:26])=O.CCN(C(C)C)C(C)C.CN(C(ON1N=NC2C=CC=NC1=2)=[N+](C)C)C.F[P-](F)(F)(F)(F)F.[N:60]1([CH:65]2[CH2:70][CH2:69][NH:68][CH2:67][CH2:66]2)[CH2:64][CH2:63][CH2:62][CH2:61]1. The catalyst is CN(C=O)C.CCOC(C)=O. The product is [CH3:1][C:2]1[N:6]([C:7]2[CH:12]=[CH:11][CH:10]=[C:9]([O:13][C:14]([F:16])([F:15])[F:17])[CH:8]=2)[N:5]=[C:4]([C:18]2[CH:23]=[CH:22][N:21]=[CH:20][CH:19]=2)[C:3]=1[C:24]([N:68]1[CH2:69][CH2:70][CH:65]([N:60]2[CH2:64][CH2:63][CH2:62][CH2:61]2)[CH2:66][CH2:67]1)=[O:26]. The yield is 0.710. (3) The reactants are [I:1][C:2]1[CH:3]=[CH:4][C:5]2[O:10][CH2:9][C:8](=[O:11])[NH:7][C:6]=2[CH:12]=1.[CH3:13][O:14][C:15]1[CH:22]=[CH:21][C:18]([CH2:19]Cl)=[CH:17][CH:16]=1.C([O-])([O-])=O.[Cs+].[Cs+]. The catalyst is CN(C=O)C. The product is [I:1][C:2]1[CH:3]=[CH:4][C:5]2[O:10][CH2:9][C:8](=[O:11])[N:7]([CH2:19][C:18]3[CH:21]=[CH:22][C:15]([O:14][CH3:13])=[CH:16][CH:17]=3)[C:6]=2[CH:12]=1. The yield is 0.790.